Dataset: Forward reaction prediction with 1.9M reactions from USPTO patents (1976-2016). Task: Predict the product of the given reaction. (1) Given the reactants [CH3:1][S:2]([N:5]1[CH2:10][CH2:9][CH:8]([C:11]2[O:12][CH:13]=[C:14]([C:16]([O:18]CC)=[O:17])[N:15]=2)[CH2:7][CH2:6]1)(=[O:4])=[O:3].[OH-].[Li+], predict the reaction product. The product is: [CH3:1][S:2]([N:5]1[CH2:6][CH2:7][CH:8]([C:11]2[O:12][CH:13]=[C:14]([C:16]([OH:18])=[O:17])[N:15]=2)[CH2:9][CH2:10]1)(=[O:3])=[O:4]. (2) Given the reactants [C:1]1([S:7]([CH2:10][C:11]2[C:16]([C:17]([O:19][CH3:20])=[O:18])=[C:15]([O:21][CH3:22])[C:14]([C:23](=O)[CH2:24]Br)=[CH:13][CH:12]=2)(=[O:9])=[O:8])[CH:6]=[CH:5][CH:4]=[CH:3][CH:2]=1.[CH:27]([O-:29])=O.[NH4+:30], predict the reaction product. The product is: [C:1]1([S:7]([CH2:10][C:11]2[C:16]([C:17]([O:19][CH3:20])=[O:18])=[C:15]([O:21][CH3:22])[C:14]([C:23]3[N:30]=[CH:27][O:29][CH:24]=3)=[CH:13][CH:12]=2)(=[O:8])=[O:9])[CH:6]=[CH:5][CH:4]=[CH:3][CH:2]=1. (3) The product is: [CH3:1][C:2]1[N:6]([C:7]2[CH:8]=[CH:9][C:10]([O:13][CH2:14][CH2:15][CH2:16][CH2:17][CH2:18][C:19]3[CH:24]=[CH:23][CH:22]=[CH:21][CH:20]=3)=[CH:11][CH:12]=2)[C:5]([C:25]2[CH:26]=[CH:27][C:28]([O:29][C@H:30]([CH2:36][C:37]3[CH:38]=[CH:39][CH:40]=[CH:41][CH:42]=3)[C:31]([OH:33])=[O:32])=[CH:43][CH:44]=2)=[CH:4][CH:3]=1. Given the reactants [CH3:1][C:2]1[N:6]([C:7]2[CH:12]=[CH:11][C:10]([O:13][CH2:14][CH2:15][CH2:16][CH2:17][CH2:18][C:19]3[CH:24]=[CH:23][CH:22]=[CH:21][CH:20]=3)=[CH:9][CH:8]=2)[C:5]([C:25]2[CH:44]=[CH:43][C:28]([O:29][C@H:30]([CH2:36][C:37]3[CH:42]=[CH:41][CH:40]=[CH:39][CH:38]=3)[C:31]([O:33]CC)=[O:32])=[CH:27][CH:26]=2)=[CH:4][CH:3]=1.[OH-].[K+].Cl, predict the reaction product. (4) Given the reactants [CH3:1][CH2:2][N:3]=[C:4]=[N:5][CH2:6][CH2:7][CH2:8][N:9]([CH3:11])[CH3:10].Cl.[CH2:13]1[CH:17]2C3C(=O)N(O)C(=O)C3[CH:14]1C=C2.[CH3:26][NH:27][C:28]1[CH:33]=[CH:32][CH:31]=[CH:30][C:29]=1[NH2:34].[CH3:35][CH2:36][N:37]([CH:41]([CH3:43])C)[CH:38]([CH3:40])[CH3:39].[CH2:44](Cl)Cl, predict the reaction product. The product is: [CH3:26][N:27]1[C:28]2[CH:33]=[CH:32][CH:31]=[CH:30][C:29]=2[N:34]=[C:1]1[C:2]1[CH:17]=[CH:13][CH:14]=[C:4]([N:5]2[CH2:6][CH2:7][CH2:8][N:9]([CH:11]3[CH2:35][CH2:36][N:37]([CH:38]([CH3:39])[CH3:40])[CH2:41][CH2:43]3)[CH2:10][CH2:44]2)[N:3]=1. (5) Given the reactants [Cl:1][C:2]1[CH:10]=[C:9]2[C:5]([CH:6]=[N:7][NH:8]2)=[CH:4][CH:3]=1.[I:11]I.[OH-].[K+], predict the reaction product. The product is: [Cl:1][C:2]1[CH:10]=[C:9]2[C:5]([C:6]([I:11])=[N:7][NH:8]2)=[CH:4][CH:3]=1. (6) Given the reactants [CH3:1][O:2][C:3]1[CH:11]=[CH:10][C:6]([CH2:7][CH2:8][NH2:9])=[CH:5][CH:4]=1.[F:12][C:13]([F:24])([F:23])[C:14](O[C:14](=[O:15])[C:13]([F:24])([F:23])[F:12])=[O:15].[NH4+].[Cl-], predict the reaction product. The product is: [F:12][C:13]([F:24])([F:23])[C:14]([NH:9][CH2:8][CH2:7][C:6]1[CH:10]=[CH:11][C:3]([O:2][CH3:1])=[CH:4][CH:5]=1)=[O:15].